From a dataset of NCI-60 drug combinations with 297,098 pairs across 59 cell lines. Regression. Given two drug SMILES strings and cell line genomic features, predict the synergy score measuring deviation from expected non-interaction effect. (1) Drug 1: C1=CC(=C2C(=C1NCCNCCO)C(=O)C3=C(C=CC(=C3C2=O)O)O)NCCNCCO. Drug 2: CC1=CC2C(CCC3(C2CCC3(C(=O)C)OC(=O)C)C)C4(C1=CC(=O)CC4)C. Cell line: NCI/ADR-RES. Synergy scores: CSS=6.74, Synergy_ZIP=-2.07, Synergy_Bliss=-2.13, Synergy_Loewe=-7.26, Synergy_HSA=-1.94. (2) Drug 1: CCC1(CC2CC(C3=C(CCN(C2)C1)C4=CC=CC=C4N3)(C5=C(C=C6C(=C5)C78CCN9C7C(C=CC9)(C(C(C8N6C=O)(C(=O)OC)O)OC(=O)C)CC)OC)C(=O)OC)O.OS(=O)(=O)O. Drug 2: CC1CCC2CC(C(=CC=CC=CC(CC(C(=O)C(C(C(=CC(C(=O)CC(OC(=O)C3CCCCN3C(=O)C(=O)C1(O2)O)C(C)CC4CCC(C(C4)OC)OCCO)C)C)O)OC)C)C)C)OC. Cell line: PC-3. Synergy scores: CSS=12.2, Synergy_ZIP=-0.812, Synergy_Bliss=6.04, Synergy_Loewe=3.98, Synergy_HSA=4.97. (3) Cell line: KM12. Drug 1: CCC(=C(C1=CC=CC=C1)C2=CC=C(C=C2)OCCN(C)C)C3=CC=CC=C3.C(C(=O)O)C(CC(=O)O)(C(=O)O)O. Synergy scores: CSS=0.734, Synergy_ZIP=-6.53, Synergy_Bliss=-14.0, Synergy_Loewe=-10.1, Synergy_HSA=-9.95. Drug 2: C(CC(=O)O)C(=O)CN.Cl. (4) Drug 1: CC1=CC=C(C=C1)C2=CC(=NN2C3=CC=C(C=C3)S(=O)(=O)N)C(F)(F)F. Drug 2: CC1C(C(CC(O1)OC2CC(OC(C2O)C)OC3=CC4=CC5=C(C(=O)C(C(C5)C(C(=O)C(C(C)O)O)OC)OC6CC(C(C(O6)C)O)OC7CC(C(C(O7)C)O)OC8CC(C(C(O8)C)O)(C)O)C(=C4C(=C3C)O)O)O)O. Cell line: HS 578T. Synergy scores: CSS=23.1, Synergy_ZIP=7.91, Synergy_Bliss=2.11, Synergy_Loewe=-40.1, Synergy_HSA=-1.70. (5) Drug 1: CCC(=C(C1=CC=CC=C1)C2=CC=C(C=C2)OCCN(C)C)C3=CC=CC=C3.C(C(=O)O)C(CC(=O)O)(C(=O)O)O. Drug 2: CC1CCC2CC(C(=CC=CC=CC(CC(C(=O)C(C(C(=CC(C(=O)CC(OC(=O)C3CCCCN3C(=O)C(=O)C1(O2)O)C(C)CC4CCC(C(C4)OC)O)C)C)O)OC)C)C)C)OC. Cell line: A498. Synergy scores: CSS=5.25, Synergy_ZIP=-1.35, Synergy_Bliss=-2.76, Synergy_Loewe=-2.71, Synergy_HSA=-3.79. (6) Drug 1: CS(=O)(=O)C1=CC(=C(C=C1)C(=O)NC2=CC(=C(C=C2)Cl)C3=CC=CC=N3)Cl. Drug 2: C(CCl)NC(=O)N(CCCl)N=O. Cell line: SK-MEL-2. Synergy scores: CSS=-3.07, Synergy_ZIP=1.83, Synergy_Bliss=0.954, Synergy_Loewe=-4.03, Synergy_HSA=-3.97. (7) Drug 1: CC(CN1CC(=O)NC(=O)C1)N2CC(=O)NC(=O)C2. Drug 2: C1CC(C1)(C(=O)O)C(=O)O.[NH2-].[NH2-].[Pt+2]. Cell line: NCI-H522. Synergy scores: CSS=30.8, Synergy_ZIP=-10.0, Synergy_Bliss=-2.13, Synergy_Loewe=-1.16, Synergy_HSA=1.30.